Dataset: Forward reaction prediction with 1.9M reactions from USPTO patents (1976-2016). Task: Predict the product of the given reaction. (1) Given the reactants [Cl:1][C:2]1[C:3]([F:10])=[C:4]([CH:7]=[CH:8][CH:9]=1)[CH:5]=[O:6].[OH-:11].[Na+].OO, predict the reaction product. The product is: [Cl:1][C:2]1[C:3]([F:10])=[C:4]([CH:7]=[CH:8][CH:9]=1)[C:5]([OH:11])=[O:6]. (2) Given the reactants [N+:1]([O-:4])([OH:3])=[O:2].[Cl:5][C:6]1[S:7][C:8]2[CH:14]=[CH:13][CH:12]=[CH:11][C:9]=2[N:10]=1, predict the reaction product. The product is: [Cl:5][C:6]1[S:7][C:8]2[CH:14]=[CH:13][CH:12]=[C:11]([N+:1]([O-:4])=[O:2])[C:9]=2[N:10]=1.[Cl:5][C:6]1[S:7][C:8]2[CH:14]=[C:13]([N+:1]([O-:3])=[O:2])[CH:12]=[CH:11][C:9]=2[N:10]=1.[Cl:5][C:6]1[S:7][C:8]2[C:14]([N+:1]([O-:4])=[O:2])=[CH:13][CH:12]=[CH:11][C:9]=2[N:10]=1. (3) The product is: [CH:17]1([C:16]2[C:11]3[C:10](=[O:24])[NH:9][C:8]([C:5]4[CH:6]=[CH:7][C:2]([NH:1][C:28]([N:46]5[CH2:51][CH2:50][O:49][CH2:48][CH2:47]5)=[O:30])=[CH:3][C:4]=4[O:25][CH3:26])=[N:13][C:12]=3[N:14]([CH3:23])[N:15]=2)[CH2:22][CH2:21][CH2:20][CH2:19][CH2:18]1. Given the reactants [NH2:1][C:2]1[CH:7]=[CH:6][C:5]([C:8]2[NH:9][C:10](=[O:24])[C:11]3[C:16]([CH:17]4[CH2:22][CH2:21][CH2:20][CH2:19][CH2:18]4)=[N:15][N:14]([CH3:23])[C:12]=3[N:13]=2)=[C:4]([O:25][CH3:26])[CH:3]=1.Cl[C:28](Cl)([O:30]C(=O)OC(Cl)(Cl)Cl)Cl.C(N(CC)CC)C.[NH:46]1[CH2:51][CH2:50][O:49][CH2:48][CH2:47]1, predict the reaction product. (4) Given the reactants [CH2:1]([O:8][C:9]1[C:10]([C:16]([O:18]C)=[O:17])=[N:11][C:12]([Br:15])=[CH:13][CH:14]=1)[C:2]1[CH:7]=[CH:6][CH:5]=[CH:4][CH:3]=1.O[Li].O, predict the reaction product. The product is: [CH2:1]([O:8][C:9]1[C:10]([C:16]([OH:18])=[O:17])=[N:11][C:12]([Br:15])=[CH:13][CH:14]=1)[C:2]1[CH:3]=[CH:4][CH:5]=[CH:6][CH:7]=1. (5) Given the reactants [CH2:1]([O:3][C:4](=[O:18])[CH2:5][CH:6]1[CH2:15][C:14]2[C:9](=[CH:10][CH:11]=[C:12]([OH:16])[CH:13]=2)[NH:8][C:7]1=[O:17])[CH3:2].[O-]CC.[Na+].C(O)C.[C:26]([O:30][C:31](=[O:37])[NH:32][CH2:33][CH2:34][CH2:35]Br)([CH3:29])([CH3:28])[CH3:27], predict the reaction product. The product is: [CH2:1]([O:3][C:4](=[O:18])[CH2:5][CH:6]1[CH2:15][C:14]2[C:9](=[CH:10][CH:11]=[C:12]([O:16][CH2:35][CH2:34][CH2:33][NH:32][C:31]([O:30][C:26]([CH3:27])([CH3:29])[CH3:28])=[O:37])[CH:13]=2)[NH:8][C:7]1=[O:17])[CH3:2].